Dataset: Catalyst prediction with 721,799 reactions and 888 catalyst types from USPTO. Task: Predict which catalyst facilitates the given reaction. Product: [NH2:1][C@H:2]([C:18]([OH:20])=[O:19])[CH2:3][CH2:4][C:5]([NH:7][C@H:8]([C:11]([NH:13][CH2:14][C:15]([OH:17])=[O:16])=[O:12])[CH2:9][S:10][N:22]=[O:23])=[O:6]. Reactant: [NH2:1][C@H:2]([C:18]([OH:20])=[O:19])[CH2:3][CH2:4][C:5]([NH:7][C@H:8]([C:11]([NH:13][CH2:14][C:15]([OH:17])=[O:16])=[O:12])[CH2:9][SH:10])=[O:6].Cl.[N:22]([O-])=[O:23].[Na+]. The catalyst class is: 6.